Dataset: Reaction yield outcomes from USPTO patents with 853,638 reactions. Task: Predict the reaction yield, written as a fraction of the theoretical maximum amount of product (1.0 means a 100% yield; for example, 0.34 means a 34% yield). The reactants are CCN(C(C)C)C(C)C.[Br:10][C:11]1[CH:16]=[C:15]([CH:17]2[O:21][CH2:20][CH2:19][O:18]2)[CH:14]=[CH:13][C:12]=1[OH:22].[CH3:23][O:24][CH:25](Cl)Cl. The catalyst is C(Cl)Cl. The product is [Br:10][C:11]1[CH:16]=[C:15]([CH:17]2[O:18][CH2:19][CH2:20][O:21]2)[CH:14]=[CH:13][C:12]=1[O:22][CH2:23][O:24][CH3:25]. The yield is 0.940.